Task: Predict the reactants needed to synthesize the given product.. Dataset: Full USPTO retrosynthesis dataset with 1.9M reactions from patents (1976-2016) Given the product [C:21]([O:20][C:18]([N:14]1[CH2:15][CH2:16][CH2:17][C@H:12]([NH:11][C:9]([NH:8][C:5]2[CH:6]=[CH:7][C:2]([F:1])=[CH:3][CH:4]=2)=[O:10])[CH2:13]1)=[O:19])([CH3:24])([CH3:22])[CH3:23], predict the reactants needed to synthesize it. The reactants are: [F:1][C:2]1[CH:7]=[CH:6][C:5]([N:8]=[C:9]=[O:10])=[CH:4][CH:3]=1.[NH2:11][C@H:12]1[CH2:17][CH2:16][CH2:15][N:14]([C:18]([O:20][C:21]([CH3:24])([CH3:23])[CH3:22])=[O:19])[CH2:13]1.